Predict the product of the given reaction. From a dataset of Forward reaction prediction with 1.9M reactions from USPTO patents (1976-2016). (1) Given the reactants CS([O:5][CH:6]([CH3:16])[CH2:7][O:8][CH2:9][C:10]1[CH:15]=[CH:14][CH:13]=[CH:12][CH:11]=1)(=O)=O.[Br:17][C:18]1[C:25](O)=[CH:24][CH:23]=[CH:22][C:19]=1[CH:20]=[O:21].C([O-])([O-])=O.[K+].[K+], predict the reaction product. The product is: [CH2:9]([O:8][CH2:7][CH:6]([O:5][C:25]1[C:18]([Br:17])=[C:19]([CH:22]=[CH:23][CH:24]=1)[CH:20]=[O:21])[CH3:16])[C:10]1[CH:15]=[CH:14][CH:13]=[CH:12][CH:11]=1. (2) Given the reactants [Br:1][C:2]1[S:3][CH:4]=[C:5]([C:7]([O:9]CC)=[O:8])[N:6]=1.[Li+].[OH-], predict the reaction product. The product is: [Br:1][C:2]1[S:3][CH:4]=[C:5]([C:7]([OH:9])=[O:8])[N:6]=1.